Dataset: Reaction yield outcomes from USPTO patents with 853,638 reactions. Task: Predict the reaction yield, written as a fraction of the theoretical maximum amount of product (1.0 means a 100% yield; for example, 0.34 means a 34% yield). The reactants are N[C:2]1[CH:14]=[CH:13][C:5]([C:6]([O:8][C:9]([CH3:12])([CH3:11])[CH3:10])=[O:7])=[C:4]([F:15])[C:3]=1C=NO.[C:19](OCC)(=[O:21])C. The catalyst is C(O)C.C(O)(=O)C.[Ni]. The product is [F:15][C:4]1[CH:3]=[C:2]([CH:19]=[O:21])[CH:14]=[CH:13][C:5]=1[C:6]([O:8][C:9]([CH3:10])([CH3:11])[CH3:12])=[O:7]. The yield is 0.560.